This data is from Catalyst prediction with 721,799 reactions and 888 catalyst types from USPTO. The task is: Predict which catalyst facilitates the given reaction. (1) Reactant: Cl.FC1C=C(C=CC=1)CN1C=C(C2C3C(=NC=C(C4C=CC(C5CCNCC5)=CC=4)C=3)N(S(C3C=CC(C)=CC=3)(=O)=O)C=2)C=N1.[F:46][C:47]1[CH:48]=[C:49]([CH:88]=[CH:89][CH:90]=1)[CH2:50][N:51]1[CH:55]=[C:54]([C:56]2[C:64]3[C:59](=[N:60][CH:61]=[C:62]([C:65]4[CH:70]=[CH:69][C:68]([C:71]5[CH2:72][CH2:73][N:74]([CH3:77])[CH2:75][CH:76]=5)=[CH:67][CH:66]=4)[CH:63]=3)[N:58](S(C3C=CC(C)=CC=3)(=O)=O)[CH:57]=2)[CH:53]=[N:52]1.[OH-].[Li+]. Product: [F:46][C:47]1[CH:48]=[C:49]([CH:88]=[CH:89][CH:90]=1)[CH2:50][N:51]1[CH:55]=[C:54]([C:56]2[C:64]3[C:59](=[N:60][CH:61]=[C:62]([C:65]4[CH:66]=[CH:67][C:68]([C:71]5[CH2:72][CH2:73][N:74]([CH3:77])[CH2:75][CH:76]=5)=[CH:69][CH:70]=4)[CH:63]=3)[NH:58][CH:57]=2)[CH:53]=[N:52]1. The catalyst class is: 87. (2) Reactant: [OH:1][C:2]1[CH:9]=[C:8]([O:10][CH3:11])[CH:7]=[CH:6][C:3]=1[CH:4]=[O:5].II.[I:14](O)(=O)(=O)=O.C(OCC)(=O)C. Product: [OH:1][C:2]1[C:9]([I:14])=[C:8]([O:10][CH3:11])[CH:7]=[CH:6][C:3]=1[CH:4]=[O:5]. The catalyst class is: 40. (3) Reactant: F[C:2]1[CH:7]=[CH:6][C:5]([N+:8]([O-:10])=[O:9])=[C:4]([N+:11]([O-:13])=[O:12])[CH:3]=1.[CH:14]([OH:17])([CH3:16])[CH3:15].[H-].[Na+]. Product: [CH:14]([O:17][C:2]1[CH:7]=[CH:6][C:5]([N+:8]([O-:10])=[O:9])=[C:4]([N+:11]([O-:13])=[O:12])[CH:3]=1)([CH3:16])[CH3:15]. The catalyst class is: 1. (4) Reactant: [CH3:1][C@H:2]1[NH:7][CH2:6][CH2:5][N:4]([C:8]([C:10]2[CH:15]=[CH:14][CH:13]=[CH:12][CH:11]=2)=[O:9])[CH2:3]1.Cl[CH2:17][C:18]#[N:19].C(=O)([O-])[O-].[Na+].[Na+]. Product: [C:8]([N:4]1[CH2:5][CH2:6][N:7]([CH2:17][C:18]#[N:19])[C@H:2]([CH3:1])[CH2:3]1)(=[O:9])[C:10]1[CH:15]=[CH:14][CH:13]=[CH:12][CH:11]=1. The catalyst class is: 10.